This data is from Experimentally validated miRNA-target interactions with 360,000+ pairs, plus equal number of negative samples. The task is: Binary Classification. Given a miRNA mature sequence and a target amino acid sequence, predict their likelihood of interaction. The miRNA is hsa-miR-422a with sequence ACUGGACUUAGGGUCAGAAGGC. The protein sequence of the target gene is MGDTGLRKRREDEKSIQSQEPKTTSLQKELGLISGISIIVGTIIGSGIFVSPKSVLSNTEAVGPCLIIWAACGVLATLGALCFAELGTMITKSGGEYPYLMEAYGPIPAYLFSWASLIVIKPTSFAIICLSFSEYVCAPFYVGCKPPQIVVKCLAAAAILFISTVNSLSVRLGSYVQNIFTAAKLVIVAIIIISGLVLLAQGNTKNFDNSFEGAQLSVGAISLAFYNGLWAYDGWNQLNYITEELRNPYRNLPLAIIIGIPLVTACYILMNVSYFTVMTATELLQSQAVAVTFGDRVLYP.... Result: 0 (no interaction).